From a dataset of Full USPTO retrosynthesis dataset with 1.9M reactions from patents (1976-2016). Predict the reactants needed to synthesize the given product. (1) Given the product [F:24][C:20]1[CH:19]=[C:18]2[C:23]([C:15]([C:13]3[CH:12]=[CH:11][C:9]4[N:10]=[C:6]([CH2:5][CH2:4][C:3]([OH:34])=[O:2])[O:7][C:8]=4[CH:14]=3)=[CH:16][NH:17]2)=[CH:22][CH:21]=1, predict the reactants needed to synthesize it. The reactants are: C[O:2][C:3](=[O:34])[CH2:4][CH2:5][C:6]1[O:7][C:8]2[CH:14]=[C:13]([C:15]3[C:23]4[C:18](=[CH:19][C:20]([F:24])=[CH:21][CH:22]=4)[N:17](S(C4C=CC=CC=4)(=O)=O)[CH:16]=3)[CH:12]=[CH:11][C:9]=2[N:10]=1.[OH-].[Na+]. (2) Given the product [CH:12]1([CH2:15][CH2:16][NH:17][C:18]([C:20]2[N:21]=[N:22][C:23]([N:26]3[CH2:31][CH2:30][N:29]([C:4](=[O:5])[C:3]4[CH:7]=[C:8]([F:11])[CH:9]=[CH:10][C:2]=4[F:1])[CH2:28][CH2:27]3)=[CH:24][CH:25]=2)=[O:19])[CH2:14][CH2:13]1, predict the reactants needed to synthesize it. The reactants are: [F:1][C:2]1[CH:10]=[CH:9][C:8]([F:11])=[CH:7][C:3]=1[C:4](Cl)=[O:5].[CH:12]1([CH2:15][CH2:16][NH:17][C:18]([C:20]2[N:21]=[N:22][C:23]([N:26]3[CH2:31][CH2:30][NH:29][CH2:28][CH2:27]3)=[CH:24][CH:25]=2)=[O:19])[CH2:14][CH2:13]1. (3) Given the product [F:1][C:2]1[CH:10]=[C:9]2[C:5]([CH2:6][CH2:7][N:8]2[CH:11]2[CH2:12][CH2:13][N:14]([C:17]([NH:19][C:20]3[S:21][C:22]4[CH2:23][N:24]([C:39](=[O:38])[CH2:40][OH:41])[CH2:25][CH2:26][C:27]=4[N:28]=3)=[O:18])[CH2:15][CH2:16]2)=[CH:4][CH:3]=1, predict the reactants needed to synthesize it. The reactants are: [F:1][C:2]1[CH:10]=[C:9]2[C:5]([CH2:6][CH2:7][N:8]2[CH:11]2[CH2:16][CH2:15][N:14]([C:17]([NH:19][C:20]3[S:21][C:22]4[CH2:23][NH:24][CH2:25][CH2:26][C:27]=4[N:28]=3)=[O:18])[CH2:13][CH2:12]2)=[CH:4][CH:3]=1.N1C=CC=CC=1.C([O:38][CH2:39][C:40](Cl)=[O:41])(=O)C.C([O-])([O-])=O.[K+].[K+].